This data is from NCI-60 drug combinations with 297,098 pairs across 59 cell lines. The task is: Regression. Given two drug SMILES strings and cell line genomic features, predict the synergy score measuring deviation from expected non-interaction effect. Drug 1: C1CC(=O)NC(=O)C1N2CC3=C(C2=O)C=CC=C3N. Drug 2: C1=CN(C=N1)CC(O)(P(=O)(O)O)P(=O)(O)O. Cell line: 786-0. Synergy scores: CSS=36.3, Synergy_ZIP=-10.1, Synergy_Bliss=-6.22, Synergy_Loewe=-26.3, Synergy_HSA=-4.02.